This data is from Catalyst prediction with 721,799 reactions and 888 catalyst types from USPTO. The task is: Predict which catalyst facilitates the given reaction. (1) Reactant: [F:1][C:2]1[CH:10]=[C:9]2[C:5]([C:6]([CH2:11][C:12]([O:14][CH2:15][CH3:16])=[O:13])=[N:7][NH:8]2)=[CH:4][CH:3]=1.C(=O)([O-])[O-].[Cs+].[Cs+].[N+:23]([C:26]1[CH:33]=[CH:32][C:29]([CH2:30]Br)=[CH:28][CH:27]=1)([O-:25])=[O:24]. Product: [F:1][C:2]1[CH:10]=[C:9]2[C:5]([C:6]([CH2:11][C:12]([O:14][CH2:15][CH3:16])=[O:13])=[N:7][N:8]2[CH2:30][C:29]2[CH:32]=[CH:33][C:26]([N+:23]([O-:25])=[O:24])=[CH:27][CH:28]=2)=[CH:4][CH:3]=1. The catalyst class is: 7. (2) Reactant: [CH2:1]1[C:6]([C:7]([OH:9])=[O:8])=[CH:5][CH2:4][NH:3][CH2:2]1.Cl.Cl[C:12]1[C:17]([N+:18]([O-:20])=[O:19])=[CH:16][CH:15]=[CH:14][N:13]=1.C(=O)([O-])[O-].[K+].[K+].O. Product: [N+:18]([C:17]1[C:12]([N:3]2[CH2:2][CH:1]=[C:6]([C:7]([OH:9])=[O:8])[CH2:5][CH2:4]2)=[N:13][CH:14]=[CH:15][CH:16]=1)([O-:20])=[O:19]. The catalyst class is: 106.